From a dataset of Catalyst prediction with 721,799 reactions and 888 catalyst types from USPTO. Predict which catalyst facilitates the given reaction. (1) Reactant: [H-].[Al+3].[Li+].[H-].[H-].[H-].[CH2:7]([O:14][CH2:15][C@H:16]([OH:21])[CH2:17][C:18]#[C:19][CH3:20])[C:8]1[CH:13]=[CH:12][CH:11]=[CH:10][CH:9]=1. Product: [CH2:7]([O:14][CH2:15][C@H:16]([OH:21])[CH2:17]/[CH:18]=[CH:19]/[CH3:20])[C:8]1[CH:13]=[CH:12][CH:11]=[CH:10][CH:9]=1. The catalyst class is: 57. (2) Reactant: [C:1]([O:5][C:6]([N:8]1[CH2:13][CH2:12][CH:11]([N:14]2[CH2:19][CH2:18][CH2:17][CH2:16][CH2:15]2)[CH2:10][CH2:9]1)=[O:7])([CH3:4])([CH3:3])[CH3:2].[CH3:20]N(CCN(C)C)C.C([Li])(CC)C.COS(OC)(=O)=O. Product: [C:1]([O:5][C:6]([N:8]1[CH2:9][CH2:10][CH:11]([N:14]2[CH2:19][CH2:18][CH2:17][CH2:16][CH2:15]2)[CH2:12][CH:13]1[CH3:20])=[O:7])([CH3:4])([CH3:2])[CH3:3]. The catalyst class is: 28. (3) Product: [CH2:1]([O:3][C:4]1[C:8]([CH2:9][CH2:10][C:11]([O:13][CH2:14][CH3:15])=[O:12])=[CH:7][N:6]([CH2:23][CH2:24][CH2:25][CH2:26][C:27]2[C:28]([O:39][CH2:40][CH3:41])=[N:29][NH:30][CH:31]=2)[N:5]=1)[CH3:2]. Reactant: [CH2:1]([O:3][C:4]1[C:8]([CH2:9][CH2:10][C:11]([O:13][CH2:14][CH3:15])=[O:12])=[CH:7][NH:6][N:5]=1)[CH3:2].[H-].[Na+].CS(O[CH2:23][CH2:24][CH2:25][CH2:26][C:27]1[C:28]([O:39][CH2:40][CH3:41])=[N:29][N:30](CC2C=CC=CC=2)[CH:31]=1)(=O)=O.Cl. The catalyst class is: 9.